From a dataset of Full USPTO retrosynthesis dataset with 1.9M reactions from patents (1976-2016). Predict the reactants needed to synthesize the given product. Given the product [CH2:2]([N:5]([O:6][CH2:7][CH2:8][CH3:9])[C:18](=[O:19])[CH2:17][Br:16])[CH2:3][CH3:4], predict the reactants needed to synthesize it. The reactants are: Cl.[CH2:2]([NH:5][O:6][CH2:7][CH2:8][CH3:9])[CH2:3][CH3:4].N1C=CC=CC=1.[Br:16][CH2:17][C:18](Br)=[O:19].